This data is from Full USPTO retrosynthesis dataset with 1.9M reactions from patents (1976-2016). The task is: Predict the reactants needed to synthesize the given product. (1) Given the product [CH2:14]([N:1]1[CH2:6][CH2:5][CH2:4][CH:3]([C:7]([O:9][CH2:10][CH3:11])=[O:8])[CH2:2]1)[CH:13]=[CH2:12], predict the reactants needed to synthesize it. The reactants are: [NH:1]1[CH2:6][CH2:5][CH2:4][CH:3]([C:7]([O:9][CH2:10][CH3:11])=[O:8])[CH2:2]1.[CH2:12](Br)[CH:13]=[CH2:14].C(=O)([O-])[O-].[Na+].[Na+]. (2) Given the product [Cl:29][C:13]1[CH:14]=[CH:15][C:10]2[N:11]([C:16]([CH2:17][C:18]3[NH:22][C:21]([CH3:23])=[N:20][N:19]=3)=[C:8]([C:5]3[CH:6]=[CH:7][CH:2]=[CH:3][CH:4]=3)[N:9]=2)[CH:12]=1, predict the reactants needed to synthesize it. The reactants are: Cl[C:2]1[CH:7]=[CH:6][C:5]([C:8]2[N:9]=[C:10]3[CH:15]=[CH:14][CH:13]=[CH:12][N:11]3[C:16]=2[CH2:17][C:18]2[NH:22][C:21]([C:23]3C=CC=CN=3)=[N:20][N:19]=2)=[CH:4][CH:3]=1.[Cl:29]C1C=CC2N(C(CC(NN)=O)=C(C3C=CC=CC=3)N=2)C=1.Cl.C(=N)(N)C. (3) Given the product [F:1][C:2]1([CH2:17][O:18][CH3:22])[CH2:6][CH2:5][N:4]([C:7]([O:9][CH2:10][C:11]2[CH:16]=[CH:15][CH:14]=[CH:13][CH:12]=2)=[O:8])[CH2:3]1, predict the reactants needed to synthesize it. The reactants are: [F:1][C:2]1([CH2:17][OH:18])[CH2:6][CH2:5][N:4]([C:7]([O:9][CH2:10][C:11]2[CH:16]=[CH:15][CH:14]=[CH:13][CH:12]=2)=[O:8])[CH2:3]1.[H-].[Na+].I[CH3:22]. (4) Given the product [CH3:31][C@H:26]1[CH2:27][CH2:28][CH2:29][CH2:30][N:25]1[C:22]1[N:20]2[CH:21]=[C:16]([O:12][C@H:5]3[C:6]4[C:11](=[CH:10][CH:9]=[CH:8][CH:7]=4)[C@@H:2]([NH2:1])[CH2:3][CH2:4]3)[CH:17]=[CH:18][C:19]2=[N:24][N:23]=1, predict the reactants needed to synthesize it. The reactants are: [NH2:1][C@@H:2]1[C:11]2[C:6](=[CH:7][CH:8]=[CH:9][CH:10]=2)[C@H:5]([OH:12])[CH2:4][CH2:3]1.[H-].[Na+].F[C:16]1[CH:17]=[CH:18][C:19]2[N:20]([C:22]([N:25]3[CH2:30][CH2:29][CH2:28][CH2:27][C@@H:26]3[CH3:31])=[N:23][N:24]=2)[CH:21]=1.N. (5) Given the product [OH:8][C:9]1[CH:10]=[C:11]2[C:15](=[CH:16][CH:17]=1)[N:14]([CH2:18][CH2:19][CH2:20][O:21][C:22]1[C:31]3[C:26](=[CH:27][CH:28]=[CH:29][CH:30]=3)[CH:25]=[CH:24][CH:23]=1)[C:13]([C:32]([O:34][CH2:35][CH3:36])=[O:33])=[C:12]2[C:37]1[CH:42]=[CH:41][CH:40]=[CH:39][C:38]=1[CH:43]([CH3:44])[CH3:45], predict the reactants needed to synthesize it. The reactants are: C([O:8][C:9]1[CH:10]=[C:11]2[C:15](=[CH:16][CH:17]=1)[N:14]([CH2:18][CH2:19][CH2:20][O:21][C:22]1[C:31]3[C:26](=[CH:27][CH:28]=[CH:29][CH:30]=3)[CH:25]=[CH:24][CH:23]=1)[C:13]([C:32]([O:34][CH2:35][CH3:36])=[O:33])=[C:12]2[C:37]1[CH:42]=[CH:41][CH:40]=[CH:39][C:38]=1[CH:43]([CH3:45])[CH3:44])C1C=CC=CC=1. (6) Given the product [I:32][C:6]1[CH:11]=[CH:10][C:9]([CH:12]=[CH:13][C:14]([C:16]2[CH:21]=[CH:20][C:19]([NH:22][CH3:23])=[CH:18][CH:17]=2)=[O:15])=[CH:8][CH:7]=1, predict the reactants needed to synthesize it. The reactants are: C([Sn](CCCC)(CCCC)[C:6]1[CH:11]=[CH:10][C:9]([CH:12]=[CH:13][C:14]([C:16]2[CH:21]=[CH:20][C:19]([NH:22][CH3:23])=[CH:18][CH:17]=2)=[O:15])=[CH:8][CH:7]=1)CCC.[I:32]I.S([O-])([O-])=O.[Na+].[Na+]. (7) Given the product [CH2:1]([N:5]1[N:9]=[C:8]([C:10]([CH3:11])([CH3:13])[CH3:12])[S:7]/[C:6]/1=[N:14]\[C:15](=[O:16])[C:17]1[CH:22]=[C:21]([C:23]([F:24])([F:26])[F:25])[CH:20]=[CH:19][C:18]=1[NH:27]/[N:28]=[CH:29]/[C:30]1[CH:35]=[CH:34][CH:33]=[C:32]([CH3:36])[N:31]=1)[CH2:2][CH2:3][CH3:4], predict the reactants needed to synthesize it. The reactants are: [CH2:1]([N:5]1[N:9]=[C:8]([C:10]([CH3:13])([CH3:12])[CH3:11])[S:7]/[C:6]/1=[N:14]\[C:15]([C:17]1[CH:22]=[C:21]([C:23]([F:26])([F:25])[F:24])[CH:20]=[CH:19][C:18]=1[N:27](C(OC(C)(C)C)=O)/[N:28]=[CH:29]/[C:30]1[CH:35]=[CH:34][CH:33]=[C:32]([CH3:36])[N:31]=1)=[O:16])[CH2:2][CH2:3][CH3:4].FC(F)(F)C(O)=O. (8) Given the product [CH:34]1([CH2:33][N:21]([S:22]([CH3:25])(=[O:23])=[O:24])[C:19]2[C:18]([C:26]3[CH:27]=[CH:28][CH:29]=[CH:30][CH:31]=3)=[CH:17][C:11]3[C:12]([C:13]([NH:15][CH3:16])=[O:14])=[C:8]([C:5]4[CH:4]=[CH:3][C:2]([F:1])=[CH:7][CH:6]=4)[O:9][C:10]=3[CH:20]=2)[CH2:39][CH2:38][CH2:37][CH2:36][CH2:35]1, predict the reactants needed to synthesize it. The reactants are: [F:1][C:2]1[CH:7]=[CH:6][C:5]([C:8]2[O:9][C:10]3[CH:20]=[C:19]([NH:21][S:22]([CH3:25])(=[O:24])=[O:23])[C:18]([C:26]4[CH:31]=[CH:30][CH:29]=[CH:28][CH:27]=4)=[CH:17][C:11]=3[C:12]=2[C:13]([NH:15][CH3:16])=[O:14])=[CH:4][CH:3]=1.Br[CH2:33][CH:34]1[CH2:39][CH2:38][CH2:37][CH2:36][CH2:35]1.C([O-])([O-])=O.[K+].[K+]. (9) The reactants are: Br[CH2:2][CH2:3][CH2:4][CH2:5]Br.[NH2:7][C@H:8]([CH3:11])[CH2:9][OH:10]. Given the product [N:7]1([C@H:8]([CH3:11])[CH2:9][OH:10])[CH2:5][CH2:4][CH2:3][CH2:2]1, predict the reactants needed to synthesize it.